This data is from Reaction yield outcomes from USPTO patents with 853,638 reactions. The task is: Predict the reaction yield, written as a fraction of the theoretical maximum amount of product (1.0 means a 100% yield; for example, 0.34 means a 34% yield). The reactants are [H-].[Na+].[F:3][C:4]1[C:11]([F:12])=[CH:10][CH:9]=[CH:8][C:5]=1[CH2:6][OH:7].FC1C(F)=CC=CC=1CS([C:20]1[N:29]=[C:28]([NH:30][C@@H:31]([CH2:36][OH:37])[CH2:32][CH:33]([CH3:35])[CH3:34])[C:27]2[N:26]=[CH:25][C:24](=[O:38])[NH:23][C:22]=2[N:21]=1)(=O)=O. The catalyst is C1C=CC=CC=1. The product is [F:3][C:4]1[C:11]([F:12])=[CH:10][CH:9]=[CH:8][C:5]=1[CH2:6][O:7][C:20]1[N:29]=[C:28]([NH:30][C@@H:31]([CH2:36][OH:37])[CH2:32][CH:33]([CH3:35])[CH3:34])[C:27]2[N:26]=[CH:25][C:24](=[O:38])[NH:23][C:22]=2[N:21]=1. The yield is 0.110.